Dataset: Forward reaction prediction with 1.9M reactions from USPTO patents (1976-2016). Task: Predict the product of the given reaction. (1) The product is: [NH3:7].[C:1]([O:5][C:6](=[O:52])[NH:7][CH2:8][CH2:9][C:10]1[CH:11]=[CH:12][C:13]([O:16][CH2:17][CH2:18][CH2:19][CH2:20][CH2:21][C:22]2[CH:27]=[CH:26][C:25]([OH:28])=[C:24]([C@@H:36]([C:46]3[CH:47]=[CH:48][CH:49]=[CH:50][CH:51]=3)[CH2:37][CH2:38][N:39]([CH:43]([CH3:44])[CH3:45])[CH:40]([CH3:42])[CH3:41])[CH:23]=2)=[CH:14][CH:15]=1)([CH3:3])([CH3:2])[CH3:4]. Given the reactants [C:1]([O:5][C:6](=[O:52])[NH:7][CH2:8][CH2:9][C:10]1[CH:15]=[CH:14][C:13]([O:16][CH2:17][CH2:18][CH2:19]/[CH:20]=[CH:21]/[C:22]2[CH:27]=[CH:26][C:25]([O:28]CC3C=CC=CC=3)=[C:24]([C@@H:36]([C:46]3[CH:51]=[CH:50][CH:49]=[CH:48][CH:47]=3)[CH2:37][CH2:38][N:39]([CH:43]([CH3:45])[CH3:44])[CH:40]([CH3:42])[CH3:41])[CH:23]=2)=[CH:12][CH:11]=1)([CH3:4])([CH3:3])[CH3:2].C([O-])=O.[NH4+], predict the reaction product. (2) Given the reactants [C:1]1([C:7]2[CH:8]=[C:9]3[C:13](=[C:14]([C:16]([NH2:18])=[O:17])[CH:15]=2)[NH:12][CH:11]=[CH:10]3)[CH:6]=[CH:5][CH:4]=[CH:3][CH:2]=1.[Br:19]N1C(=O)CCC1=O, predict the reaction product. The product is: [Br:19][C:10]1[C:9]2[C:13](=[C:14]([C:16]([NH2:18])=[O:17])[CH:15]=[C:7]([C:1]3[CH:6]=[CH:5][CH:4]=[CH:3][CH:2]=3)[CH:8]=2)[NH:12][CH:11]=1. (3) Given the reactants O=[C:2]1[C:7]([C:8]#[N:9])=[CH:6][NH:5][C:4]2[CH:10]=[CH:11][S:12][C:3]1=2.P(Cl)(Cl)([Cl:15])=O, predict the reaction product. The product is: [Cl:15][C:2]1[C:7]([C:8]#[N:9])=[CH:6][N:5]=[C:4]2[CH:10]=[CH:11][S:12][C:3]=12. (4) Given the reactants [C:1]([O:5][C:6]([N:8]1[CH2:13][CH2:12][C:11]([C:15]2[CH:20]=[CH:19][C:18]([Cl:21])=[CH:17][CH:16]=2)([OH:14])[CH2:10][CH2:9]1)=[O:7])([CH3:4])([CH3:3])[CH3:2].[H-].[Na+].[CH3:24]I.O, predict the reaction product. The product is: [C:1]([O:5][C:6]([N:8]1[CH2:9][CH2:10][C:11]([C:15]2[CH:20]=[CH:19][C:18]([Cl:21])=[CH:17][CH:16]=2)([O:14][CH3:24])[CH2:12][CH2:13]1)=[O:7])([CH3:4])([CH3:2])[CH3:3]. (5) Given the reactants O=S(Cl)Cl.[CH3:5][C:6]1[NH:10][N:9]=[C:8]([C:11]([OH:13])=O)[CH:7]=1, predict the reaction product. The product is: [CH3:5][C:6]1[CH:7]=[C:8]2[C:11](=[O:13])[N:9]3[N:10]=[C:6]([CH3:5])[CH:7]=[C:8]3[C:11](=[O:13])[N:9]2[N:10]=1. (6) Given the reactants Cl[C:2]1[N:7]=[C:6]([NH:8][C:9]2[CH:14]=[CH:13][C:12]([O:15][CH3:16])=[C:11]([Cl:17])[CH:10]=2)[N:5]=[C:4]([NH:18][CH:19]2[CH2:25][CH2:24][CH2:23][CH2:22][CH2:21][CH2:20]2)[N:3]=1.[F:26][C:27]1[CH:32]=[CH:31][CH:30]=[CH:29][C:28]=1[OH:33].C(=O)([O-])[O-].[K+].[K+], predict the reaction product. The product is: [Cl:17][C:11]1[CH:10]=[C:9]([NH:8][C:6]2[N:5]=[C:4]([NH:18][CH:19]3[CH2:25][CH2:24][CH2:23][CH2:22][CH2:21][CH2:20]3)[N:3]=[C:2]([O:33][C:28]3[CH:29]=[CH:30][CH:31]=[CH:32][C:27]=3[F:26])[N:7]=2)[CH:14]=[CH:13][C:12]=1[O:15][CH3:16]. (7) Given the reactants [CH3:1][O:2][C:3]1[CH:18]=[CH:17][C:6]([O:7][C:8]2[CH:16]=[CH:15][CH:14]=[CH:13][C:9]=2[C:10]([OH:12])=O)=[CH:5][CH:4]=1.[NH2:19][C@@H:20]1[C@H:24]2[O:25][CH2:26][C@H:27]([NH:28][C:29]([CH:31]3[CH2:33][CH2:32]3)=[O:30])[C@H:23]2[O:22][CH2:21]1, predict the reaction product. The product is: [CH:31]1([C:29]([NH:28][C@@H:27]2[C@H:23]3[O:22][CH2:21][C@H:20]([NH:19][C:10](=[O:12])[C:9]4[CH:13]=[CH:14][CH:15]=[CH:16][C:8]=4[O:7][C:6]4[CH:5]=[CH:4][C:3]([O:2][CH3:1])=[CH:18][CH:17]=4)[C@H:24]3[O:25][CH2:26]2)=[O:30])[CH2:32][CH2:33]1. (8) The product is: [ClH:1].[CH3:7][NH:8][CH2:10][CH2:11][CH2:12][NH:13][C:14]([CH:16]1[CH2:19][CH2:18][CH2:17]1)=[O:15]. Given the reactants [ClH:1].C(O[C:7](=O)[N:8]([CH2:10][CH2:11][CH2:12][NH:13][C:14]([CH:16]1[CH2:19][CH2:18][CH2:17]1)=[O:15])C)(C)(C)C, predict the reaction product. (9) The product is: [N:31]1([C:26]([N:17]2[CH2:16][CH2:15][C:12]3([C:11](=[O:20])[N:10]([C:7]4[CH:8]=[CH:9][C:4]([O:3][C:2]([F:1])([F:21])[F:22])=[CH:5][CH:6]=4)[CH2:14][CH2:13]3)[CH2:19][CH2:18]2)=[O:25])[CH2:37][CH2:36][CH2:35][CH2:34][CH2:33][CH2:32]1. Given the reactants [F:1][C:2]([F:22])([F:21])[O:3][C:4]1[CH:9]=[CH:8][C:7]([N:10]2[CH2:14][CH2:13][C:12]3([CH2:19][CH2:18][NH:17][CH2:16][CH2:15]3)[C:11]2=[O:20])=[CH:6][CH:5]=1.O=C(Cl)[O:25][C:26](Cl)(Cl)Cl.[NH:31]1[CH2:37][CH2:36][CH2:35][CH2:34][CH2:33][CH2:32]1, predict the reaction product.